From a dataset of Forward reaction prediction with 1.9M reactions from USPTO patents (1976-2016). Predict the product of the given reaction. Given the reactants C([C:3](=[CH:9][C:10]1[CH:15]=[CH:14][C:13]([O:16][CH3:17])=[C:12]([N+:18]([O-])=O)[CH:11]=1)[C:4]([O:6][CH2:7][CH3:8])=[O:5])C.[O:21]1CCC[CH2:22]1, predict the reaction product. The product is: [NH2:18][C:12]1[CH:11]=[C:10]([CH2:9][CH:3]([O:21][CH3:22])[C:4]([O:6][CH2:7][CH3:8])=[O:5])[CH:15]=[CH:14][C:13]=1[O:16][CH3:17].